Dataset: Catalyst prediction with 721,799 reactions and 888 catalyst types from USPTO. Task: Predict which catalyst facilitates the given reaction. (1) Reactant: C(=O)([O-])[O-].[Cs+].[Cs+].Cl[CH2:8][C:9]([C:11]1[CH:16]=[N:15][CH:14]=[CH:13][N:12]=1)=[O:10].[Cl:17][C:18]1[CH:41]=[CH:40][C:21]([CH2:22][NH:23][C:24]([C:26]2[C:27](=[O:39])[C:28]3[CH:35]=[C:34]([CH2:36][NH:37][CH3:38])[S:33][C:29]=3[N:30]([CH3:32])[CH:31]=2)=[O:25])=[CH:20][CH:19]=1. Product: [Cl:17][C:18]1[CH:19]=[CH:20][C:21]([CH2:22][NH:23][C:24]([C:26]2[C:27](=[O:39])[C:28]3[CH:35]=[C:34]([CH2:36][N:37]([CH3:38])[CH2:8][C:9](=[O:10])[C:11]4[CH:16]=[N:15][CH:14]=[CH:13][N:12]=4)[S:33][C:29]=3[N:30]([CH3:32])[CH:31]=2)=[O:25])=[CH:40][CH:41]=1. The catalyst class is: 3. (2) Reactant: [CH3:1][C:2]1[CH:29]=[CH:28][C:5]([C:6]([N:8]2[CH2:17][CH2:16][C:15]3[C:10](=[CH:11][C:12]([C:18]([NH:20][O:21]C4CCCCO4)=[O:19])=[CH:13][CH:14]=3)[CH2:9]2)=[O:7])=[CH:4][CH:3]=1. Product: [OH:21][NH:20][C:18]([C:12]1[CH:11]=[C:10]2[C:15]([CH2:16][CH2:17][N:8]([C:6](=[O:7])[C:5]3[CH:28]=[CH:29][C:2]([CH3:1])=[CH:3][CH:4]=3)[CH2:9]2)=[CH:14][CH:13]=1)=[O:19]. The catalyst class is: 240. (3) Product: [OH:1][CH2:2][C@H:3]1[N:8]([S:23]([C:20]2[CH:21]=[CH:22][C:17]([CH3:27])=[CH:18][CH:19]=2)(=[O:25])=[O:24])[CH2:7][C@H:6]([OH:9])[CH2:5][CH2:4]1. Reactant: [OH:1][CH2:2][C@H:3]1[NH:8][CH2:7][C@H:6]([OH:9])[CH2:5][CH2:4]1.Cl.C(=O)([O-])[O-].[Na+].[Na+].[C:17]1([CH3:27])[CH:22]=[CH:21][C:20]([S:23](Cl)(=[O:25])=[O:24])=[CH:19][CH:18]=1. The catalyst class is: 7. (4) Reactant: Br([O-])(=O)=[O:2].[Na+].[CH2:6]([OH:13])[C:7]1[CH:12]=[CH:11][CH:10]=[CH:9][CH:8]=1. Product: [C:6]([OH:2])(=[O:13])[C:7]1[CH:12]=[CH:11][CH:10]=[CH:9][CH:8]=1. The catalyst class is: 47.